The task is: Regression. Given two drug SMILES strings and cell line genomic features, predict the synergy score measuring deviation from expected non-interaction effect.. This data is from NCI-60 drug combinations with 297,098 pairs across 59 cell lines. (1) Drug 1: COC1=C(C=C2C(=C1)N=CN=C2NC3=CC(=C(C=C3)F)Cl)OCCCN4CCOCC4. Drug 2: B(C(CC(C)C)NC(=O)C(CC1=CC=CC=C1)NC(=O)C2=NC=CN=C2)(O)O. Cell line: NCIH23. Synergy scores: CSS=11.8, Synergy_ZIP=-7.53, Synergy_Bliss=-10.2, Synergy_Loewe=-6.48, Synergy_HSA=-6.41. (2) Drug 1: C1CC(=O)NC(=O)C1N2C(=O)C3=CC=CC=C3C2=O. Drug 2: COC1=C2C(=CC3=C1OC=C3)C=CC(=O)O2. Cell line: NCI-H522. Synergy scores: CSS=3.17, Synergy_ZIP=5.27, Synergy_Bliss=1.86, Synergy_Loewe=1.67, Synergy_HSA=1.60. (3) Drug 1: CS(=O)(=O)CCNCC1=CC=C(O1)C2=CC3=C(C=C2)N=CN=C3NC4=CC(=C(C=C4)OCC5=CC(=CC=C5)F)Cl. Drug 2: C1CN1C2=NC(=NC(=N2)N3CC3)N4CC4. Cell line: NCIH23. Synergy scores: CSS=44.8, Synergy_ZIP=2.07, Synergy_Bliss=4.66, Synergy_Loewe=-9.97, Synergy_HSA=5.53. (4) Drug 1: CN1C(=O)N2C=NC(=C2N=N1)C(=O)N. Drug 2: C#CCC(CC1=CN=C2C(=N1)C(=NC(=N2)N)N)C3=CC=C(C=C3)C(=O)NC(CCC(=O)O)C(=O)O. Cell line: NCI-H322M. Synergy scores: CSS=50.3, Synergy_ZIP=0.217, Synergy_Bliss=-7.31, Synergy_Loewe=-28.6, Synergy_HSA=-9.20. (5) Drug 1: COC1=CC(=CC(=C1O)OC)C2C3C(COC3=O)C(C4=CC5=C(C=C24)OCO5)OC6C(C(C7C(O6)COC(O7)C8=CC=CS8)O)O. Drug 2: CCN(CC)CCCC(C)NC1=C2C=C(C=CC2=NC3=C1C=CC(=C3)Cl)OC. Cell line: A498. Synergy scores: CSS=36.9, Synergy_ZIP=-3.61, Synergy_Bliss=0.0755, Synergy_Loewe=-0.487, Synergy_HSA=4.58.